Predict the product of the given reaction. From a dataset of Forward reaction prediction with 1.9M reactions from USPTO patents (1976-2016). (1) Given the reactants [Cl:1][C:2]1[CH:3]=[C:4]([NH:9][C:10]2[C:19]3[C:14](=[CH:15][C:16]([O:22][CH2:23][C:24]#[N:25])=[C:17]([O:20][CH3:21])[CH:18]=3)[N:13]=[CH:12][N:11]=2)[CH:5]=[CH:6][C:7]=1[Cl:8].[NH2:26][OH:27], predict the reaction product. The product is: [Cl:1][C:2]1[CH:3]=[C:4]([NH:9][C:10]2[C:19]3[C:14](=[CH:15][C:16]([O:22][CH2:23][C:24](=[NH:25])[NH:26][OH:27])=[C:17]([O:20][CH3:21])[CH:18]=3)[N:13]=[CH:12][N:11]=2)[CH:5]=[CH:6][C:7]=1[Cl:8]. (2) The product is: [F:1][CH2:2][C:3]1([C:13]([OH:15])=[O:14])[CH2:4][CH2:5][CH:6]([C:9]([O:11][CH3:12])=[O:10])[CH2:7][CH2:8]1. Given the reactants [F:1][CH2:2][C:3]1([C:13]([O:15]CC2C=CC=CC=2)=[O:14])[CH2:8][CH2:7][C:6]([C:9]([O:11][CH3:12])=[O:10])=[CH:5][CH2:4]1.[H][H], predict the reaction product. (3) Given the reactants [CH2:1]([N:8]1[C:16]2[C:11](=[CH:12][CH:13]=[C:14]([OH:17])[CH:15]=2)[C:10]([C:18]([NH:20][CH2:21][C:22]2[CH:27]=[CH:26][C:25]([F:28])=[C:24]([F:29])[CH:23]=2)=[O:19])=[C:9]1[CH:30]([CH3:32])[CH3:31])[C:2]1[CH:7]=[CH:6][CH:5]=[CH:4][CH:3]=1.C([O-])([O-])=O.[K+].[K+].[CH:39]1(I)[CH2:43][CH2:42][CH2:41][CH2:40]1, predict the reaction product. The product is: [CH2:1]([N:8]1[C:16]2[C:11](=[CH:12][CH:13]=[C:14]([O:17][CH:39]3[CH2:43][CH2:42][CH2:41][CH2:40]3)[CH:15]=2)[C:10]([C:18]([NH:20][CH2:21][C:22]2[CH:27]=[CH:26][C:25]([F:28])=[C:24]([F:29])[CH:23]=2)=[O:19])=[C:9]1[CH:30]([CH3:32])[CH3:31])[C:2]1[CH:7]=[CH:6][CH:5]=[CH:4][CH:3]=1. (4) Given the reactants [Cl:1][C:2]1[N:3]=[C:4]([N:11]2[CH2:16][CH2:15][O:14][CH2:13][CH2:12]2)[C:5]2[S:10][CH:9]=[N:8][C:6]=2[N:7]=1.C([N-]C(C)C)(C)C.[Li+].[CH3:25][C:26]([CH3:28])=[O:27].C(Cl)Cl, predict the reaction product. The product is: [Cl:1][C:2]1[N:3]=[C:4]([N:11]2[CH2:12][CH2:13][O:14][CH2:15][CH2:16]2)[C:5]2[S:10][C:9]([C:26]([OH:27])([CH3:28])[CH3:25])=[N:8][C:6]=2[N:7]=1. (5) Given the reactants [CH2:1]([O:8][C:9]1[CH:10]=[C:11]([CH:15]=[CH:16][C:17]=1[CH3:18])[C:12](O)=[O:13])[C:2]1[CH:7]=[CH:6][CH:5]=[CH:4][CH:3]=1.S(Cl)([Cl:21])=O, predict the reaction product. The product is: [CH2:1]([O:8][C:9]1[CH:10]=[C:11]([CH:15]=[CH:16][C:17]=1[CH3:18])[C:12]([Cl:21])=[O:13])[C:2]1[CH:7]=[CH:6][CH:5]=[CH:4][CH:3]=1.